Dataset: NCI-60 drug combinations with 297,098 pairs across 59 cell lines. Task: Regression. Given two drug SMILES strings and cell line genomic features, predict the synergy score measuring deviation from expected non-interaction effect. (1) Drug 1: CN(CC1=CN=C2C(=N1)C(=NC(=N2)N)N)C3=CC=C(C=C3)C(=O)NC(CCC(=O)O)C(=O)O. Drug 2: CN1C(=O)N2C=NC(=C2N=N1)C(=O)N. Cell line: UACC-257. Synergy scores: CSS=43.0, Synergy_ZIP=0.330, Synergy_Bliss=-0.422, Synergy_Loewe=-47.2, Synergy_HSA=-1.57. (2) Drug 1: CC12CCC(CC1=CCC3C2CCC4(C3CC=C4C5=CN=CC=C5)C)O. Drug 2: C1C(C(OC1N2C=NC(=NC2=O)N)CO)O. Cell line: UACC62. Synergy scores: CSS=7.70, Synergy_ZIP=-1.54, Synergy_Bliss=1.58, Synergy_Loewe=-4.23, Synergy_HSA=2.46. (3) Drug 1: CC1=C(C=C(C=C1)NC(=O)C2=CC=C(C=C2)CN3CCN(CC3)C)NC4=NC=CC(=N4)C5=CN=CC=C5. Drug 2: CN(CCCl)CCCl.Cl. Cell line: M14. Synergy scores: CSS=16.5, Synergy_ZIP=-7.38, Synergy_Bliss=-4.39, Synergy_Loewe=-12.9, Synergy_HSA=-2.45. (4) Drug 1: C(=O)(N)NO. Drug 2: C1CN(CCN1C(=O)CCBr)C(=O)CCBr. Cell line: UACC62. Synergy scores: CSS=17.4, Synergy_ZIP=-8.40, Synergy_Bliss=2.14, Synergy_Loewe=-7.28, Synergy_HSA=0.716. (5) Drug 1: CN1C(=O)N2C=NC(=C2N=N1)C(=O)N. Drug 2: CNC(=O)C1=NC=CC(=C1)OC2=CC=C(C=C2)NC(=O)NC3=CC(=C(C=C3)Cl)C(F)(F)F. Cell line: CCRF-CEM. Synergy scores: CSS=-2.44, Synergy_ZIP=10.3, Synergy_Bliss=11.4, Synergy_Loewe=-0.911, Synergy_HSA=-3.52.